This data is from Forward reaction prediction with 1.9M reactions from USPTO patents (1976-2016). The task is: Predict the product of the given reaction. (1) Given the reactants [N:1]1([CH2:6][CH2:7][CH2:8][CH2:9][C:10]2[CH:15]=[CH:14][C:13]([NH2:16])=[CH:12][CH:11]=2)[CH:5]=[CH:4][N:3]=[N:2]1.[H-].[Na+].Cl[CH2:20][C:21]1[N:22]=[C:23]([CH:26]=[CH:27][C:28]2[CH:33]=[CH:32][C:31]([O:34][C:35]([F:38])([F:37])[F:36])=[CH:30][CH:29]=2)[O:24][CH:25]=1.C(OCC)(=O)C, predict the reaction product. The product is: [N:1]1([CH2:6][CH2:7][CH2:8][CH2:9][C:10]2[CH:11]=[CH:12][C:13]([NH:16][CH2:20][C:21]3[N:22]=[C:23]([CH:26]=[CH:27][C:28]4[CH:29]=[CH:30][C:31]([O:34][C:35]([F:38])([F:36])[F:37])=[CH:32][CH:33]=4)[O:24][CH:25]=3)=[CH:14][CH:15]=2)[CH:5]=[CH:4][N:3]=[N:2]1. (2) Given the reactants [CH:1]1([C:4]2[N:8]=[C:7]([C:9]3[C:10]4[CH2:18][CH2:17][CH:16]([F:19])[CH2:15][C:11]=4[S:12][C:13]=3[NH2:14])[O:6][N:5]=2)[CH2:3][CH2:2]1.[C:20]12[C:29](=[O:30])[O:28][C:26](=[O:27])[C:21]=1[CH2:22][CH2:23][CH2:24][CH2:25]2, predict the reaction product. The product is: [CH:1]1([C:4]2[N:8]=[C:7]([C:9]3[C:10]4[CH2:18][CH2:17][CH:16]([F:19])[CH2:15][C:11]=4[S:12][C:13]=3[NH:14][C:29]([C:20]3[CH2:25][CH2:24][CH2:23][CH2:22][C:21]=3[C:26]([OH:28])=[O:27])=[O:30])[O:6][N:5]=2)[CH2:3][CH2:2]1.